From a dataset of Reaction yield outcomes from USPTO patents with 853,638 reactions. Predict the reaction yield, written as a fraction of the theoretical maximum amount of product (1.0 means a 100% yield; for example, 0.34 means a 34% yield). (1) The reactants are [C:1]1([C:7](=[N:14][C:15]2[N:20]3[CH:21]=[C:22]([CH2:24][OH:25])[N:23]=[C:19]3[CH:18]=[CH:17][CH:16]=2)[C:8]2[CH:13]=[CH:12][CH:11]=[CH:10][CH:9]=2)[CH:6]=[CH:5][CH:4]=[CH:3][CH:2]=1. The catalyst is C(Cl)(Cl)Cl.[O-2].[O-2].[Mn+4]. The product is [C:1]1([C:7](=[N:14][C:15]2[N:20]3[CH:21]=[C:22]([CH:24]=[O:25])[N:23]=[C:19]3[CH:18]=[CH:17][CH:16]=2)[C:8]2[CH:13]=[CH:12][CH:11]=[CH:10][CH:9]=2)[CH:6]=[CH:5][CH:4]=[CH:3][CH:2]=1. The yield is 1.00. (2) The reactants are [S:1]1[C:5]2[CH:6]=[CH:7][CH:8]=[CH:9][C:4]=2[C:3](=[O:10])[NH:2]1.I[CH2:12][C:13]([N:15]1[CH2:20][CH2:19][N:18]([C:21](=[O:24])[CH2:22][I:23])[CH2:17][CH2:16]1)=[O:14].CCN(C(C)C)C(C)C.CCOC(C)=O.CCCCCC. The catalyst is C(Cl)Cl. The product is [I:23][CH2:22][C:21]([N:18]1[CH2:19][CH2:20][N:15]([C:13](=[O:14])[CH2:12][N:2]2[C:3](=[O:10])[C:4]3[CH:9]=[CH:8][CH:7]=[CH:6][C:5]=3[S:1]2)[CH2:16][CH2:17]1)=[O:24]. The yield is 0.300. (3) The reactants are [CH3:1][C:2]1[C:3]([CH:9]([CH:11]2[CH2:13][CH2:12]2)[OH:10])=[N:4][CH:5]=[CH:6][C:7]=1[Cl:8]. The catalyst is ClCCl.O=[Mn]=O. The product is [CH3:1][C:2]1[C:3]([C:9]([CH:11]2[CH2:13][CH2:12]2)=[O:10])=[N:4][CH:5]=[CH:6][C:7]=1[Cl:8]. The yield is 0.980. (4) The reactants are [H-].[Na+].[CH2:3]([OH:10])[C:4]1[CH:9]=[CH:8][CH:7]=[CH:6][CH:5]=1.Cl[C:12]1[C:21]2[C:16](=[C:17]([CH3:24])[C:18]([O:22][CH3:23])=[CH:19][CH:20]=2)[N+:15]([O-:25])=[CH:14][CH:13]=1.O. The catalyst is CN(C=O)C. The product is [CH2:3]([O:10][C:12]1[C:21]2[C:16](=[C:17]([CH3:24])[C:18]([O:22][CH3:23])=[CH:19][CH:20]=2)[N+:15]([O-:25])=[CH:14][CH:13]=1)[C:4]1[CH:9]=[CH:8][CH:7]=[CH:6][CH:5]=1. The yield is 0.590. (5) The reactants are Br[C:2]1[CH:7]=[N:6][CH:5]=[C:4]2[NH:8][CH:9]=[CH:10][C:3]=12.O.[CH3:12][N:13](C=O)C. The catalyst is C1C=CC(P(C2C=CC=CC=2)[C-]2C=CC=C2)=CC=1.C1C=CC(P(C2C=CC=CC=2)[C-]2C=CC=C2)=CC=1.Cl[Pd]Cl.[Fe+2].[C-]#N.[Zn+2].[C-]#N.[Zn]. The product is [NH:8]1[C:4]2[CH:5]=[N:6][CH:7]=[C:2]([C:12]#[N:13])[C:3]=2[CH:10]=[CH:9]1. The yield is 0.998.